This data is from Reaction yield outcomes from USPTO patents with 853,638 reactions. The task is: Predict the reaction yield, written as a fraction of the theoretical maximum amount of product (1.0 means a 100% yield; for example, 0.34 means a 34% yield). The reactants are [C:1]([O:5][C:6]([N:8]1[CH2:13][CH2:12][NH:11][CH2:10][CH2:9]1)=[O:7])([CH3:4])([CH3:3])[CH3:2].[N+:14]([C:17]1[CH:27]=[CH:26][C:20]([CH2:21][O:22][C:23](Cl)=[O:24])=[CH:19][CH:18]=1)([O-:16])=[O:15].C(N(CC)CC)C.C(OCC)(=O)C. The catalyst is C(Cl)Cl. The product is [C:1]([O:5][C:6]([N:8]1[CH2:13][CH2:12][N:11]([C:23]([O:22][CH2:21][C:20]2[CH:19]=[CH:18][C:17]([N+:14]([O-:16])=[O:15])=[CH:27][CH:26]=2)=[O:24])[CH2:10][CH2:9]1)=[O:7])([CH3:4])([CH3:2])[CH3:3]. The yield is 0.890.